This data is from Forward reaction prediction with 1.9M reactions from USPTO patents (1976-2016). The task is: Predict the product of the given reaction. (1) The product is: [CH3:22][C:3]1[C:2]([NH:29][C:24]2[CH:25]=[CH:26][CH:27]=[CH:28][N:23]=2)=[N:11][C:10]2[C:5](=[CH:6][CH:7]=[CH:8][C:9]=2[C:12]2[NH:20][C:19]3[CH2:18][CH2:17][NH:16][C:15](=[O:21])[C:14]=3[CH:13]=2)[N:4]=1. Given the reactants F[C:2]1[C:3]([CH3:22])=[N:4][C:5]2[C:10]([N:11]=1)=[C:9]([C:12]1[NH:20][C:19]3[CH2:18][CH2:17][NH:16][C:15](=[O:21])[C:14]=3[CH:13]=1)[CH:8]=[CH:7][CH:6]=2.[N:23]1[CH:28]=[CH:27][CH:26]=[CH:25][C:24]=1[NH2:29].C[Si]([N-][Si](C)(C)C)(C)C.[K+].C1(C)C=CC=CC=1, predict the reaction product. (2) Given the reactants [CH3:1][C:2]1[O:3][C:4]2[CH:13]=[C:12]([O:14][C:15]3[CH:20]=[CH:19][N:18]=[C:17]4[CH:21]=[CH:22][S:23][C:16]=34)[CH:11]=[CH:10][C:5]=2[C:6]=1[C:7](O)=[O:8].[F:24][C:25]1[CH:33]=[C:32]2[C:28]([C:29]([CH2:34][CH2:35][NH2:36])=[CH:30][NH:31]2)=[CH:27][CH:26]=1, predict the reaction product. The product is: [F:24][C:25]1[CH:33]=[C:32]2[C:28]([C:29]([CH2:34][CH2:35][NH:36][C:7]([C:6]3[C:5]4[CH:10]=[CH:11][C:12]([O:14][C:15]5[CH:20]=[CH:19][N:18]=[C:17]6[CH:21]=[CH:22][S:23][C:16]=56)=[CH:13][C:4]=4[O:3][C:2]=3[CH3:1])=[O:8])=[CH:30][NH:31]2)=[CH:27][CH:26]=1.